Predict the reactants needed to synthesize the given product. From a dataset of Full USPTO retrosynthesis dataset with 1.9M reactions from patents (1976-2016). (1) Given the product [Cl:1][C:2]1[C:3]2[C:4](=[N:8][N:9]([CH2:11][C:12]3[CH:28]=[CH:27][C:15]([CH2:16][N:33]4[CH:32]=[C:31]([C:30]([F:37])([F:36])[F:29])[CH:35]=[N:34]4)=[CH:14][CH:13]=3)[CH:10]=2)[N:5]=[CH:6][N:7]=1, predict the reactants needed to synthesize it. The reactants are: [Cl:1][C:2]1[C:3]2[C:4](=[N:8][N:9]([CH2:11][C:12]3[CH:28]=[CH:27][C:15]([CH2:16]N4C=C(C(OCC)=O)C=N4)=[CH:14][CH:13]=3)[CH:10]=2)[N:5]=[CH:6][N:7]=1.[F:29][C:30]([F:37])([F:36])[C:31]1[CH:32]=[N:33][NH:34][CH:35]=1.N1C=C(C(OCC)=O)C=N1. (2) The reactants are: CON(C)[C:4]([CH:6]1[CH2:11][CH2:10][O:9][CH2:8][CH2:7]1)=[O:5].[CH2:13]1COCC1.C[Mg]Br. Given the product [C:4]([CH:6]1[CH2:7][CH2:8][O:9][CH2:10][CH2:11]1)(=[O:5])[CH3:13], predict the reactants needed to synthesize it. (3) Given the product [Cl:1][C:2]1[CH:7]=[CH:6][CH:5]=[CH:4][C:3]=1[CH2:8][CH:9]=[O:10], predict the reactants needed to synthesize it. The reactants are: [Cl:1][C:2]1[CH:7]=[CH:6][CH:5]=[CH:4][C:3]=1[CH2:8][CH2:9][OH:10].CC(OI1(OC(C)=O)(OC(C)=O)OC(=O)C2C1=CC=CC=2)=O. (4) Given the product [CH3:16][O:5][C:4](=[O:6])[C:3]1[CH:7]=[C:8]([Cl:11])[CH:9]=[CH:10][C:2]=1[NH2:1], predict the reactants needed to synthesize it. The reactants are: [NH2:1][C:2]1[CH:10]=[CH:9][C:8]([Cl:11])=[CH:7][C:3]=1[C:4]([OH:6])=[O:5].S(Cl)(Cl)=O.[CH3:16]O.